Dataset: Full USPTO retrosynthesis dataset with 1.9M reactions from patents (1976-2016). Task: Predict the reactants needed to synthesize the given product. (1) Given the product [O:1]=[C:2]1[N:11]=[C:10]2[C:5](=[CH:6][CH:7]=[C:8]([C:12]([OH:14])=[O:13])[NH:9]2)[CH2:4][CH2:3]1, predict the reactants needed to synthesize it. The reactants are: [O:1]=[C:2]1[N:11]=[C:10]2[C:5](=[CH:6][CH:7]=[C:8]([C:12]([O:14]C)=[O:13])[NH:9]2)[CH2:4][CH2:3]1.O.[OH-].[Na+]. (2) Given the product [ClH:1].[ClH:1].[ClH:1].[NH2:37][C@H:33]1[CH2:34][CH2:35][CH2:36][N:31]([C:28]2[N:29]=[CH:30][C:25]([NH:24][C:13]3[C:12]4[C:17](=[CH:18][CH:19]=[C:10]([C:4]5[CH:3]=[C:2]([Cl:1])[C:7]([OH:8])=[C:6]([Cl:9])[CH:5]=5)[N:11]=4)[N:16]=[CH:15][C:14]=3[C:20](=[O:23])[CH2:21][CH3:22])=[CH:26][CH:27]=2)[CH2:32]1, predict the reactants needed to synthesize it. The reactants are: [Cl:1][C:2]1[CH:3]=[C:4]([C:10]2[N:11]=[C:12]3[C:17](=[CH:18][CH:19]=2)[N:16]=[CH:15][C:14]([C:20](=[O:23])[CH2:21][CH3:22])=[C:13]3[NH:24][C:25]2[CH:26]=[CH:27][C:28]([N:31]3[CH2:36][CH2:35][CH2:34][C@H:33]([NH:37]C(=O)OC(C)(C)C)[CH2:32]3)=[N:29][CH:30]=2)[CH:5]=[C:6]([Cl:9])[C:7]=1[OH:8].C(O)(C(F)(F)F)=O. (3) The reactants are: C([O:3][P:4]([C:9]1[C:13]([P:14]([O:19]CC)([O:16]CC)=[O:15])=[CH:12][S:11][CH:10]=1)([O:6]CC)=[O:5])C.I[Si](C)(C)C. Given the product [P:14]([C:13]1[C:9]([P:4]([OH:5])([OH:6])=[O:3])=[CH:10][S:11][CH:12]=1)([OH:19])([OH:16])=[O:15], predict the reactants needed to synthesize it.